This data is from Reaction yield outcomes from USPTO patents with 853,638 reactions. The task is: Predict the reaction yield, written as a fraction of the theoretical maximum amount of product (1.0 means a 100% yield; for example, 0.34 means a 34% yield). The reactants are Cl[C:2]1[C:11]2[C:6](=[CH:7][C:8]([O:14][CH2:15][CH2:16][CH2:17][N:18]3[CH2:22][CH2:21][CH2:20][CH2:19]3)=[C:9]([O:12][CH3:13])[CH:10]=2)[N:5]=[CH:4][N:3]=1.[OH:23][C:24]1[CH:25]=[C:26]2[C:30](=[CH:31][CH:32]=1)[NH:29][C:28]([CH3:33])=[CH:27]2.C(=O)([O-])[O-].[K+].[K+].O. The catalyst is CN(C=O)C. The product is [CH3:13][O:12][C:9]1[CH:10]=[C:11]2[C:6](=[CH:7][C:8]=1[O:14][CH2:15][CH2:16][CH2:17][N:18]1[CH2:22][CH2:21][CH2:20][CH2:19]1)[N:5]=[CH:4][N:3]=[C:2]2[O:23][C:24]1[CH:25]=[C:26]2[C:30](=[CH:31][CH:32]=1)[NH:29][C:28]([CH3:33])=[CH:27]2. The yield is 0.460.